Dataset: Forward reaction prediction with 1.9M reactions from USPTO patents (1976-2016). Task: Predict the product of the given reaction. (1) Given the reactants [C:1]([O:5][C:6](=[O:14])[N:7]([CH3:13])[CH:8]1[CH2:12][CH2:11][NH:10][CH2:9]1)([CH3:4])([CH3:3])[CH3:2].Cl[CH2:16][CH2:17][NH:18][C:19]([NH:21][C:22]1[C:31]2[C:26](=[CH:27][CH:28]=[CH:29][CH:30]=2)[N:25]=[C:24]([CH3:32])[CH:23]=1)=[O:20].C([O-])(O)=O.[Na+].N[C@H](C(O)=O)CC1C=C2C(C=CC=C2)=CC=1, predict the reaction product. The product is: [C:1]([O:5][C:6](=[O:14])[N:7]([CH3:13])[CH:8]1[CH2:12][CH2:11][N:10]([CH2:16][CH2:17][NH:18][C:19]([NH:21][C:22]2[C:31]3[C:26](=[CH:27][CH:28]=[CH:29][CH:30]=3)[N:25]=[C:24]([CH3:32])[CH:23]=2)=[O:20])[CH2:9]1)([CH3:4])([CH3:3])[CH3:2]. (2) The product is: [CH2:43]([O:1][C:2]1[CH:14]=[CH:13][C:12]2[C:11]3[C:6](=[CH:7][CH:8]=[CH:9][CH:10]=3)[C:5](=[O:15])[C:4]=2[CH:3]=1)[CH2:42][CH2:41][CH2:40][CH2:39][CH2:38][CH2:37][CH2:36][CH2:35][CH2:34][CH2:33][CH2:32][CH2:31][CH2:30][CH2:29][CH2:28][CH2:27][CH2:26][CH2:25][CH2:24][CH2:23][CH3:22]. Given the reactants [OH:1][C:2]1[CH:14]=[CH:13][C:12]2[C:11]3[C:6](=[CH:7][CH:8]=[CH:9][CH:10]=3)[C:5](=[O:15])[C:4]=2[CH:3]=1.C(=O)([O-])[O-].[K+].[K+].[CH2:22](Br)[CH2:23][CH2:24][CH2:25][CH2:26][CH2:27][CH2:28][CH2:29][CH2:30][CH2:31][CH2:32][CH2:33][CH2:34][CH2:35][CH2:36][CH2:37][CH2:38][CH2:39][CH2:40][CH2:41][CH2:42][CH3:43].Cl, predict the reaction product.